From a dataset of Catalyst prediction with 721,799 reactions and 888 catalyst types from USPTO. Predict which catalyst facilitates the given reaction. (1) Reactant: [Cl:1][C:2]1[N:7]=[N:6][C:5]([C:8]([O:10]C)=[O:9])=[CH:4][CH:3]=1.[OH-].[Na+:13]. Product: [Cl:1][C:2]1[N:7]=[N:6][C:5]([C:8]([O-:10])=[O:9])=[CH:4][CH:3]=1.[Na+:13]. The catalyst class is: 7. (2) Reactant: O[C:2]1([C:14]2[CH:19]=[CH:18][C:17]([OH:20])=[CH:16][CH:15]=2)[CH2:6][CH2:5][CH2:4][CH:3]1[NH:7][S:8]([CH:11]([CH3:13])[CH3:12])(=[O:10])=[O:9].CCN(S(F)(F)F)CC. Product: [OH:20][C:17]1[CH:16]=[CH:15][C:14]([C:2]2[CH:3]([NH:7][S:8]([CH:11]([CH3:13])[CH3:12])(=[O:10])=[O:9])[CH2:4][CH2:5][CH:6]=2)=[CH:19][CH:18]=1. The catalyst class is: 2. (3) Reactant: [C:1]([CH2:3][CH2:4][C:5]1[C:6]([O:15]C)=[N:7][CH:8]=[C:9]([CH:14]=1)[C:10]([O:12][CH3:13])=[O:11])#[N:2].[Cl-].[NH+]1C=CC=CC=1.C1COCC1. Product: [C:1]([CH2:3][CH2:4][C:5]1[C:6]([OH:15])=[N:7][CH:8]=[C:9]([CH:14]=1)[C:10]([O:12][CH3:13])=[O:11])#[N:2]. The catalyst class is: 3. (4) Reactant: [Br:1][C:2]1[CH:12]=[CH:11][C:5]([O:6][CH2:7][C:8](O)=[O:9])=[CH:4][CH:3]=1.C1N=CN(C(N2C=NC=C2)=O)C=1.[NH2:25][NH2:26]. Product: [Br:1][C:2]1[CH:12]=[CH:11][C:5]([O:6][CH2:7][C:8]([NH:25][NH2:26])=[O:9])=[CH:4][CH:3]=1. The catalyst class is: 1. (5) Reactant: [CH3:1][O:2][C:3]1[CH:4]=[C:5]([CH:11]=[CH:12][C:13]=1[O:14][CH2:15][CH:16]1[CH2:21][CH2:20][N:19]([C:22](OC(C)(C)C)=O)[CH2:18][CH2:17]1)[C:6]([O:8][CH2:9][CH3:10])=[O:7].C=O.Cl.CCOCC. Product: [CH3:1][O:2][C:3]1[CH:4]=[C:5]([CH:11]=[CH:12][C:13]=1[O:14][CH2:15][CH:16]1[CH2:17][CH2:18][N:19]([CH3:22])[CH2:20][CH2:21]1)[C:6]([O:8][CH2:9][CH3:10])=[O:7]. The catalyst class is: 106. (6) The catalyst class is: 7. Reactant: CS(O[CH2:6][C@@H:7]([NH:9][C:10]([O:12][CH2:13][C:14]1[CH:19]=[CH:18][CH:17]=[CH:16][CH:15]=1)=[O:11])[CH3:8])(=O)=O.[NH2:20][CH2:21][CH2:22][CH2:23][OH:24].[C:25](O[C:25]([O:27][C:28]([CH3:31])([CH3:30])[CH3:29])=[O:26])([O:27][C:28]([CH3:31])([CH3:30])[CH3:29])=[O:26]. Product: [CH2:13]([O:12][C:10]([NH:9][C@@H:7]([CH3:8])[CH2:6][N:20]([C:25]([O:27][C:28]([CH3:31])([CH3:30])[CH3:29])=[O:26])[CH2:21][CH2:22][CH2:23][OH:24])=[O:11])[C:14]1[CH:19]=[CH:18][CH:17]=[CH:16][CH:15]=1.